This data is from Full USPTO retrosynthesis dataset with 1.9M reactions from patents (1976-2016). The task is: Predict the reactants needed to synthesize the given product. (1) Given the product [Br:1][C:2]1[CH:7]=[C:6]2[C:5](=[CH:4][CH:3]=1)[O:11][CH:15]([CH2:14][CH:13]([CH3:17])[CH3:12])[CH2:9][C:8]2=[O:10], predict the reactants needed to synthesize it. The reactants are: [Br:1][C:2]1[CH:3]=[CH:4][C:5]([OH:11])=[C:6]([C:8](=[O:10])[CH3:9])[CH:7]=1.[CH3:12][CH:13]([CH3:17])[CH2:14][CH:15]=O.N1CCCC1.Cl. (2) Given the product [O:38]1[CH2:43][CH2:42][CH:41]([N:8]2[CH2:12][CH2:11][CH2:10][CH:9]2[C:13]2[C:22]3[C:17](=[CH:18][C:19]([S:23]([O:26][C:27]4[C:28]([F:37])=[C:29]([F:36])[C:30]([F:35])=[C:31]([F:34])[C:32]=4[F:33])(=[O:24])=[O:25])=[CH:20][CH:21]=3)[CH:16]=[CH:15][N:14]=2)[CH2:40][CH2:39]1, predict the reactants needed to synthesize it. The reactants are: FC(F)(F)C(O)=O.[NH:8]1[CH2:12][CH2:11][CH2:10][CH:9]1[C:13]1[C:22]2[C:17](=[CH:18][C:19]([S:23]([O:26][C:27]3[C:32]([F:33])=[C:31]([F:34])[C:30]([F:35])=[C:29]([F:36])[C:28]=3[F:37])(=[O:25])=[O:24])=[CH:20][CH:21]=2)[CH:16]=[CH:15][N:14]=1.[O:38]1[CH2:43][CH2:42][C:41](=O)[CH2:40][CH2:39]1.C(O[BH-](OC(=O)C)OC(=O)C)(=O)C.[Na+].C(O)(=O)C.